From a dataset of Full USPTO retrosynthesis dataset with 1.9M reactions from patents (1976-2016). Predict the reactants needed to synthesize the given product. (1) Given the product [F:2][C:3]1[CH:8]=[CH:7][C:6]([CH:9]([C:17]2[CH:18]=[CH:19][C:20]([F:23])=[CH:21][CH:22]=2)[CH:10]2[C:15](=[O:16])[CH2:14][CH2:13][N:12]([CH2:28][C:27]3[CH:30]=[CH:31][CH:32]=[CH:33][C:26]=3[S:25][CH3:24])[CH2:11]2)=[CH:5][CH:4]=1, predict the reactants needed to synthesize it. The reactants are: Cl.[F:2][C:3]1[CH:8]=[CH:7][C:6]([CH:9]([C:17]2[CH:22]=[CH:21][C:20]([F:23])=[CH:19][CH:18]=2)[CH:10]2[C:15](=[O:16])[CH2:14][CH2:13][NH:12][CH2:11]2)=[CH:5][CH:4]=1.[CH3:24][S:25][C:26]1[CH:33]=[CH:32][CH:31]=[CH:30][C:27]=1[CH2:28]O.C(N(C(C)C)CC)(C)C.ClCCl. (2) Given the product [ClH:45].[ClH:45].[C:1]([C:9]1[CH:10]=[CH:11][C:12]([CH2:13][N:14]2[CH2:18][CH2:17][C@@H:16]([N:19]([C:33]([O:35][C:36]([CH3:37])([CH3:39])[CH3:38])=[O:34])[C:20]3[N:25]=[CH:24][C:23](/[CH:26]=[CH:27]/[C:28]([OH:30])=[O:29])=[CH:22][CH:21]=3)[CH2:15]2)=[CH:40][CH:41]=1)(=[O:8])[C:2]1[CH:3]=[CH:4][CH:5]=[CH:6][CH:7]=1, predict the reactants needed to synthesize it. The reactants are: [C:1]([C:9]1[CH:41]=[CH:40][C:12]([CH2:13][N:14]2[CH2:18][CH2:17][C@@H:16]([N:19]([C:33]([O:35][C:36]([CH3:39])([CH3:38])[CH3:37])=[O:34])[C:20]3[N:25]=[CH:24][C:23](/[CH:26]=[CH:27]/[C:28]([O:30]CC)=[O:29])=[CH:22][CH:21]=3)[CH2:15]2)=[CH:11][CH:10]=1)(=[O:8])[C:2]1[CH:7]=[CH:6][CH:5]=[CH:4][CH:3]=1.[OH-].[Na+].O.[ClH:45]. (3) Given the product [F:13][C:14]1[C:15](=[O:16])[N:3]2[C:2]([NH:1][C:5]3[CH:6]=[CH:7][CH:8]=[CH:9][C:4]=32)=[C:10]([C:11]#[N:12])[C:20]=1[CH3:22], predict the reactants needed to synthesize it. The reactants are: [N:1]1[C:5]2[CH:6]=[CH:7][CH:8]=[CH:9][C:4]=2[NH:3][C:2]=1[CH2:10][C:11]#[N:12].[F:13][CH:14]([C:20]([CH3:22])=O)[C:15](OCC)=[O:16].C([O-])(=O)C.[NH4+].